This data is from Catalyst prediction with 721,799 reactions and 888 catalyst types from USPTO. The task is: Predict which catalyst facilitates the given reaction. (1) Reactant: [CH3:1][NH:2][C:3](=[O:8])[C:4]([F:7])([F:6])[F:5].[H-].[Na+].Br[CH2:12][C:13]1[N:18]=[C:17]([CH2:19][N:20]2[C:24]3[N:25]=[C:26]([NH2:34])[N:27]=[C:28]([C:29]4[O:30][CH:31]=[CH:32][CH:33]=4)[C:23]=3[N:22]=[N:21]2)[CH:16]=[CH:15][CH:14]=1.O. Product: [NH2:34][C:26]1[N:27]=[C:28]([C:29]2[O:30][CH:31]=[CH:32][CH:33]=2)[C:23]2[N:22]=[N:21][N:20]([CH2:19][C:17]3[N:18]=[C:13]([CH2:12][N:2]([CH3:1])[C:3](=[O:8])[C:4]([F:7])([F:6])[F:5])[CH:14]=[CH:15][CH:16]=3)[C:24]=2[N:25]=1. The catalyst class is: 3. (2) Product: [CH:2]1([C:7]2[N:11]3[CH:12]=[C:13]([F:16])[CH:14]=[CH:15][C:10]3=[N:9][C:8]=2[NH:17][C:18](=[O:23])[C:19]([F:22])([F:21])[F:20])[CH2:4][CH2:3]1. Reactant: [Br-].[CH:2]1([Zn+])[CH2:4][CH2:3]1.Br[C:7]1[N:11]2[CH:12]=[C:13]([F:16])[CH:14]=[CH:15][C:10]2=[N:9][C:8]=1[NH:17][C:18](=[O:23])[C:19]([F:22])([F:21])[F:20]. The catalyst class is: 602. (3) Reactant: [C:1]([O:9][CH2:10][CH3:11])(=[O:8])[CH2:2][C:3]([O:5][CH2:6][CH3:7])=[O:4].[C:12](O[K])([CH3:15])([CH3:14])[CH3:13].C[CH2:19][O:20]CC.Cl.[CH2:24]1[CH2:28]OC[CH2:25]1. Product: [CH2:13]([O:20][CH2:19][CH:2]([C:3]([O:5][CH2:6][CH3:7])=[O:4])[C:1]([O:9][CH2:10][CH3:11])=[O:8])[C:12]1[CH:15]=[CH:28][CH:24]=[CH:25][CH:14]=1. The catalyst class is: 6. (4) Reactant: [CH3:1][O:2][CH2:3][CH2:4][O:5][C:6]1[N:10]=[C:9]([CH:11]2[CH2:16][CH:15]([C:17]3[CH:22]=[CH:21][C:20]([CH2:23][C:24]([F:27])([F:26])[F:25])=[CH:19][CH:18]=3)[CH2:14][N:13]([C:28](OC3C=CC([N+]([O-])=O)=CC=3)=[O:29])[CH2:12]2)[O:8][N:7]=1.Cl.[OH:41][CH:42]1[CH2:45][NH:44][CH2:43]1.C(=O)([O-])[O-].[K+].[K+]. Product: [OH:41][CH:42]1[CH2:45][N:44]([C:28]([N:13]2[CH2:14][CH:15]([C:17]3[CH:18]=[CH:19][C:20]([CH2:23][C:24]([F:26])([F:25])[F:27])=[CH:21][CH:22]=3)[CH2:16][CH:11]([C:9]3[O:8][N:7]=[C:6]([O:5][CH2:4][CH2:3][O:2][CH3:1])[N:10]=3)[CH2:12]2)=[O:29])[CH2:43]1. The catalyst class is: 3. (5) Reactant: C(Cl)(C([Cl:5])=O)=O.[CH3:7][C:8]1([CH3:24])[CH2:22][C:21](=O)[C:11]2[S:12][CH2:13][C@@H:14]([C:16]([O:18][CH2:19][CH3:20])=[O:17])[NH:15][C:10]=2[CH2:9]1.O. Product: [Cl:5][C:21]1[CH2:22][C:8]([CH3:24])([CH3:7])[CH2:9][C:10]2[C:11]=1[S:12][CH2:13][C@@H:14]([C:16]([O:18][CH2:19][CH3:20])=[O:17])[N:15]=2. The catalyst class is: 59. (6) Reactant: [Cl:1][C:2]1[CH:3]=[CH:4][C:5]([N:15]2[CH:19]=[C:18]([Cl:20])[N:17]=[N:16]2)=[C:6]([C:8]2[N:13]=[CH:12][N:11]=[C:10]([OH:14])[CH:9]=2)[CH:7]=1.CN(C(ON1N=NC2C=CC=NC1=2)=[N+](C)C)C.F[P-](F)(F)(F)(F)F.C1CCN2C(=NCCC2)CC1.N[C@@H:57]1[C:73]2[CH:74]=[C:69]([CH:70]=[CH:71][N:72]=2)[C:68]2[N:67]([CH:75]([F:77])[F:76])[N:66]=[CH:65][C:64]=2[NH:63][C:62](=[O:78])[C@H:61]([CH3:79])[CH2:60][CH2:59][CH2:58]1. Product: [Cl:1][C:2]1[CH:3]=[CH:4][C:5]([N:15]2[CH:19]=[C:18]([Cl:20])[N:17]=[N:16]2)=[C:6]([C:8]2[N:13]=[CH:12][N:11]([C@@H:57]3[C:73]4[CH:74]=[C:69]([CH:70]=[CH:71][N:72]=4)[C:68]4[N:67]([CH:75]([F:76])[F:77])[N:66]=[CH:65][C:64]=4[NH:63][C:62](=[O:78])[C@H:61]([CH3:79])[CH2:60][CH2:59][CH2:58]3)[C:10](=[O:14])[CH:9]=2)[CH:7]=1. The catalyst class is: 10. (7) Reactant: [Br:1][C:2]1[CH:10]=[C:9]2[C:5]([C:6]([CH2:11][O:12][CH3:13])=[CH:7][NH:8]2)=[CH:4][CH:3]=1.[H-].[Na+].[CH3:16][O:17][C:18]1[CH:23]=[CH:22][C:21]([S:24](Cl)(=[O:26])=[O:25])=[CH:20][C:19]=1[N:28]1[CH2:33][CH2:32][N:31]([C:34](=[O:39])[C:35]([F:38])([F:37])[F:36])[CH2:30][CH2:29]1. Product: [Br:1][C:2]1[CH:10]=[C:9]2[C:5]([C:6]([CH2:11][O:12][CH3:13])=[CH:7][N:8]2[S:24]([C:21]2[CH:22]=[CH:23][C:18]([O:17][CH3:16])=[C:19]([N:28]3[CH2:29][CH2:30][N:31]([C:34](=[O:39])[C:35]([F:38])([F:36])[F:37])[CH2:32][CH2:33]3)[CH:20]=2)(=[O:25])=[O:26])=[CH:4][CH:3]=1. The catalyst class is: 1. (8) Reactant: [OH-].[K+].[CH3:3][N:4]([CH3:10])[CH2:5][CH:6]([OH:9])[CH2:7]O.CS([O:15][CH2:16][CH2:17][CH2:18][CH2:19][CH2:20][CH2:21][CH2:22][CH2:23]/[CH:24]=[CH:25]\[CH2:26]/[CH:27]=[CH:28]\[CH2:29][CH2:30][CH2:31][CH2:32][CH3:33])(=O)=O. Product: [CH2:16]([O:15][CH:5]([N:4]([CH3:10])[CH3:3])[CH:6]([O:9][CH2:16][CH2:17][CH2:18][CH2:19][CH2:20][CH2:21][CH2:22][CH2:23]/[CH:24]=[CH:25]\[CH2:26]/[CH:27]=[CH:28]\[CH2:29][CH2:30][CH2:31][CH2:32][CH3:33])[CH3:7])[CH2:17][CH2:18][CH2:19][CH2:20][CH2:21][CH2:22][CH2:23]/[CH:24]=[CH:25]\[CH2:26]/[CH:27]=[CH:28]\[CH2:29][CH2:30][CH2:31][CH2:32][CH3:33]. The catalyst class is: 81. (9) Reactant: [O:1]([C:8]1[C:9]([NH:24][C:25]2[S:29][N:28]=[C:27]([CH:30]3[CH2:35][CH2:34][N:33](C(OC(C)(C)C)=O)[CH2:32][CH2:31]3)[N:26]=2)=[N:10][CH:11]=[C:12]([S:14][C:15]2[CH:20]=[CH:19][N:18]=[C:17]3[CH:21]=[CH:22][S:23][C:16]=23)[CH:13]=1)[C:2]1[CH:7]=[CH:6][CH:5]=[CH:4][CH:3]=1.CO.[ClH:45]. Product: [ClH:45].[ClH:45].[ClH:45].[O:1]([C:8]1[C:9]([NH:24][C:25]2[S:29][N:28]=[C:27]([CH:30]3[CH2:35][CH2:34][NH:33][CH2:32][CH2:31]3)[N:26]=2)=[N:10][CH:11]=[C:12]([S:14][C:15]2[CH:20]=[CH:19][N:18]=[C:17]3[CH:21]=[CH:22][S:23][C:16]=23)[CH:13]=1)[C:2]1[CH:3]=[CH:4][CH:5]=[CH:6][CH:7]=1. The catalyst class is: 135. (10) Reactant: [CH3:1][O:2][C:3]1[CH:8]=[CH:7][C:6]([C:9]2[C:17]3[C:16]([NH:18][CH2:19][CH2:20][CH2:21][CH2:22][CH2:23][C:24]([OH:26])=[O:25])=[N:15][CH:14]=[N:13][C:12]=3[O:11][C:10]=2[C:27]2[CH:32]=[CH:31][CH:30]=[CH:29][CH:28]=2)=[CH:5][CH:4]=1.C1COCC1.[OH-].[Na+:39]. Product: [Na+:39].[CH3:1][O:2][C:3]1[CH:4]=[CH:5][C:6]([C:9]2[C:17]3[C:16]([NH:18][CH2:19][CH2:20][CH2:21][CH2:22][CH2:23][C:24]([O-:26])=[O:25])=[N:15][CH:14]=[N:13][C:12]=3[O:11][C:10]=2[C:27]2[CH:28]=[CH:29][CH:30]=[CH:31][CH:32]=2)=[CH:7][CH:8]=1. The catalyst class is: 24.